Dataset: Reaction yield outcomes from USPTO patents with 853,638 reactions. Task: Predict the reaction yield, written as a fraction of the theoretical maximum amount of product (1.0 means a 100% yield; for example, 0.34 means a 34% yield). The reactants are [F:1][C:2]1[CH:3]=[C:4]([C:14](=[O:16])[CH3:15])[CH:5]=[CH:6][C:7]=1[N:8]1[CH2:13][CH2:12][NH:11][CH2:10][CH2:9]1.[Br:17][C:18]1[CH:26]=[CH:25][C:24]([C:27]#[N:28])=[CH:23][C:19]=1[C:20](O)=[O:21]. No catalyst specified. The product is [C:14]([C:4]1[CH:5]=[CH:6][C:7]([N:8]2[CH2:13][CH2:12][N:11]([C:20]([C:19]3[CH:23]=[C:24]([CH:25]=[CH:26][C:18]=3[Br:17])[C:27]#[N:28])=[O:21])[CH2:10][CH2:9]2)=[C:2]([F:1])[CH:3]=1)(=[O:16])[CH3:15]. The yield is 0.490.